This data is from Full USPTO retrosynthesis dataset with 1.9M reactions from patents (1976-2016). The task is: Predict the reactants needed to synthesize the given product. (1) Given the product [C:6]([C:7]1[CH:8]=[CH:9][C:10]([N:13]2[C:17]([C:18]3[CH:23]=[CH:22][N:21]=[CH:20][CH:19]=3)=[CH:16][N:15]=[CH:14]2)=[CH:11][CH:12]=1)#[CH:5], predict the reactants needed to synthesize it. The reactants are: C[Si]([C:5]#[C:6][C:7]1[CH:12]=[CH:11][C:10]([N:13]2[C:17]([C:18]3[CH:23]=[CH:22][N:21]=[CH:20][CH:19]=3)=[CH:16][N:15]=[CH:14]2)=[CH:9][CH:8]=1)(C)C.CCCC[N+](CCCC)(CCCC)CCCC.[F-].C1COCC1. (2) The reactants are: BrC1C=CC2OC3C(=O)NC(C4CCNCC4)=NC=3C=2C=1.BrC1C=CC2OC3C(=O)NC(C4CCN(C(OC(C)(C)C)=O)CC4)=NC=3C=2C=1.[Br:50][C:51]1[CH:52]=[CH:53][C:54]2[O:63][C:62]3[C:61](=[O:64])[NH:60][C:59]([CH:65]4[CH2:70][CH2:69][CH:68]([NH:71]C(=O)OC(C)(C)C)[CH2:67][CH2:66]4)=[N:58][C:57]=3[C:55]=2[CH:56]=1. Given the product [NH2:71][CH:68]1[CH2:69][CH2:70][CH:65]([C:59]2[NH:60][C:61](=[O:64])[C:62]3[O:63][C:54]4[CH:53]=[CH:52][C:51]([Br:50])=[CH:56][C:55]=4[C:57]=3[N:58]=2)[CH2:66][CH2:67]1, predict the reactants needed to synthesize it. (3) Given the product [C:10]([C:9]1[C:8]([S:12][CH3:13])=[CH:7][C:6](=[O:14])[NH:5][C:4]=1[S:3][CH2:16][C:17]([NH2:19])=[O:18])#[N:11], predict the reactants needed to synthesize it. The reactants are: [H-].[Na+].[SH:3][C:4]1[NH:5][C:6](=[O:14])[CH:7]=[C:8]([S:12][CH3:13])[C:9]=1[C:10]#[N:11].Br[CH2:16][C:17]([NH2:19])=[O:18].Cl. (4) The reactants are: [Cl:1][C:2]1[C:10]([C:11]([C:13]2[C:18]([NH:19][S:20]([C:23]3[CH:28]=[CH:27][C:26]([Cl:29])=[C:25]([C:30]([F:33])([F:32])[F:31])[CH:24]=3)(=[O:22])=[O:21])=[CH:17][C:16]([Cl:34])=[CH:15][N:14]=2)=[O:12])=[CH:9][CH:8]=[CH:7][C:3]=1[C:4]([OH:6])=O.[CH3:35][N:36](C(ON1N=NC2C=CC=NC1=2)=[N+](C)C)C.F[P-](F)(F)(F)(F)F.CN.C1COCC1.CCN(C(C)C)C(C)C. Given the product [Cl:1][C:2]1[C:10]([C:11]([C:13]2[C:18]([NH:19][S:20]([C:23]3[CH:28]=[CH:27][C:26]([Cl:29])=[C:25]([C:30]([F:31])([F:32])[F:33])[CH:24]=3)(=[O:21])=[O:22])=[CH:17][C:16]([Cl:34])=[CH:15][N:14]=2)=[O:12])=[CH:9][CH:8]=[CH:7][C:3]=1[C:4]([NH:36][CH3:35])=[O:6], predict the reactants needed to synthesize it. (5) Given the product [F:38][C:39]([F:44])([F:43])[C:40]([OH:42])=[O:41].[NH2:8][C@H:9]([CH2:29][C:30]1[CH:35]=[CH:34][C:33]([O:36][CH3:37])=[CH:32][CH:31]=1)[C:10]([N:12]1[CH2:17][CH2:16][C:15]([CH:23]2[CH2:28][CH2:27][CH2:26][CH2:25][CH2:24]2)([C:18]([O:20][CH2:21][CH3:22])=[O:19])[CH2:14][CH2:13]1)=[O:11], predict the reactants needed to synthesize it. The reactants are: C(OC([NH:8][C@H:9]([CH2:29][C:30]1[CH:35]=[CH:34][C:33]([O:36][CH3:37])=[CH:32][CH:31]=1)[C:10]([N:12]1[CH2:17][CH2:16][C:15]([CH:23]2[CH2:28][CH2:27][CH2:26][CH2:25][CH2:24]2)([C:18]([O:20][CH2:21][CH3:22])=[O:19])[CH2:14][CH2:13]1)=[O:11])=O)(C)(C)C.[F:38][C:39]([F:44])([F:43])[C:40]([OH:42])=[O:41]. (6) Given the product [CH:30]([N:10]([CH:7]([CH3:9])[CH3:8])[CH2:11][CH2:12][CH:13]([C:20]1[CH:25]=[C:24]([CH2:26][CH2:27][OH:28])[CH:23]=[CH:22][C:21]=1[OH:29])[C:14]1[CH:19]=[CH:18][CH:17]=[CH:16][CH:15]=1)([CH3:32])[CH3:31], predict the reactants needed to synthesize it. The reactants are: C(=O)(O)[O-].[Na+].Cl.[CH:7]([N:10]([CH:30]([CH3:32])[CH3:31])[CH2:11][CH2:12][CH:13]([C:20]1[CH:25]=[C:24]([CH2:26][CH2:27][OH:28])[CH:23]=[CH:22][C:21]=1[OH:29])[C:14]1[CH:19]=[CH:18][CH:17]=[CH:16][CH:15]=1)([CH3:9])[CH3:8]. (7) Given the product [CH3:35][O:34][C:31]1[CH:32]=[CH:33][C:28]([CH:4]2[C:3](=[O:36])[N:21]([C:22]3[CH:23]=[CH:24][CH:25]=[CH:26][CH:27]=3)[C:7]3[N:8]=[C:9]([NH:12][C:13]4[CH:14]=[N:15][C:16]([O:19][CH3:20])=[CH:17][CH:18]=4)[N:10]=[CH:11][C:6]=3[CH2:5]2)=[CH:29][CH:30]=1, predict the reactants needed to synthesize it. The reactants are: CO[C:3](=[O:36])[CH:4]([C:28]1[CH:33]=[CH:32][C:31]([O:34][CH3:35])=[CH:30][CH:29]=1)[CH2:5][C:6]1[C:7]([NH:21][C:22]2[CH:27]=[CH:26][CH:25]=[CH:24][CH:23]=2)=[N:8][C:9]([NH:12][C:13]2[CH:14]=[N:15][C:16]([O:19][CH3:20])=[CH:17][CH:18]=2)=[N:10][CH:11]=1.S(=O)(=O)(O)O. (8) Given the product [CH2:22]([C:22]1[CH:4]=[C:5]([O:6][CH2:7][C:12]2[CH:13]=[CH:14][CH:15]=[CH:16][CH:17]=2)[CH:19]=[C:20]([CH2:13][CH:12]=[CH2:7])[C:21]=1[OH:23])[CH:4]=[CH2:5], predict the reactants needed to synthesize it. The reactants are: C([C:4]1[CH:22]=[C:21]([OH:23])[CH:20]=[C:19](CC=C)[C:5]=1[O:6][CH:7]([C:12]1[CH:17]=[CH:16][C:15](Cl)=[CH:14][CH:13]=1)C(OC)=O)C=C.[OH-].[Na+]. (9) Given the product [C:1]([C:5]1[CH:6]=[C:7]([C:10]([O:13][CH3:14])=[CH:11][N:12]=1)[C:8]#[N:9])([CH3:4])([CH3:2])[CH3:3], predict the reactants needed to synthesize it. The reactants are: [C:1]([C:5]1[CH:6]=[C:7]([C:10]([OH:13])=[CH:11][N:12]=1)[C:8]#[N:9])([CH3:4])([CH3:3])[CH3:2].[CH3:14]CN(C(C)C)C(C)C.C[Si](C=[N+]=[N-])(C)C.